This data is from Catalyst prediction with 721,799 reactions and 888 catalyst types from USPTO. The task is: Predict which catalyst facilitates the given reaction. (1) Reactant: [C:1]([C:4]1[C:22](=[O:23])[C@@:8]2([CH3:24])[C:9]3[C:15]([OH:16])=[CH:14][C:13]([O:17][CH3:18])=[C:12]([C:19]([NH2:21])=[O:20])[C:10]=3[O:11][C:7]2=[CH:6][C:5]=1[OH:25])(=[O:3])[CH3:2].[Cl:26][C:27]1[CH:32]=[C:31]([Cl:33])[C:30]([CH3:34])=[CH:29][C:28]=1[S:35]([NH:38][C:39]1[CH:44]=[C:43]([CH3:45])[C:42]([CH:46]=O)=[C:41]([CH3:48])[CH:40]=1)(=[O:37])=[O:36].C([SiH](CC)CC)C.FC(F)(F)C(O)=O. Product: [C:1]([C:4]1[C:22](=[O:23])[C@@:8]2([CH3:24])[C:9]3[C:15]([OH:16])=[CH:14][C:13]([O:17][CH3:18])=[C:12]([C:19]([NH:21][CH2:46][C:42]4[C:43]([CH3:45])=[CH:44][C:39]([NH:38][S:35]([C:28]5[CH:29]=[C:30]([CH3:34])[C:31]([Cl:33])=[CH:32][C:27]=5[Cl:26])(=[O:37])=[O:36])=[CH:40][C:41]=4[CH3:48])=[O:20])[C:10]=3[O:11][C:7]2=[CH:6][C:5]=1[OH:25])(=[O:3])[CH3:2]. The catalyst class is: 10. (2) Reactant: [CH2:1]([O:3][C:4](=[O:26])[CH2:5][CH:6]([N:13]1[C:21]2[C:16](=[CH:17][C:18]([O:22][CH2:23][CH2:24][OH:25])=[CH:19][CH:20]=2)[CH:15]=[CH:14]1)[C:7]1[CH:12]=[CH:11][CH:10]=[CH:9][CH:8]=1)[CH3:2].O[N:28]1[C:32](=[O:33])[C:31]2=[CH:34][CH:35]=[CH:36][CH:37]=[C:30]2[C:29]1=[O:38].C1(P(C2C=CC=CC=2)C2C=CC=CC=2)C=CC=CC=1.CC(OC(/N=N/C(OC(C)C)=O)=O)C. Product: [CH2:1]([O:3][C:4](=[O:26])[CH2:5][CH:6]([N:13]1[C:21]2[C:16](=[CH:17][C:18]([O:22][CH2:23][CH2:24][O:25][N:28]3[C:32](=[O:33])[C:31]4[C:30](=[CH:37][CH:36]=[CH:35][CH:34]=4)[C:29]3=[O:38])=[CH:19][CH:20]=2)[CH:15]=[CH:14]1)[C:7]1[CH:8]=[CH:9][CH:10]=[CH:11][CH:12]=1)[CH3:2]. The catalyst class is: 7. (3) Reactant: [F:1][C:2]([F:33])([F:32])[C:3]1[N:8]=[CH:7][C:6]([NH:9][C:10]2[N:15]=[N:14][C:13]([C:16]3[CH:21]=[CH:20][C:19]([CH:22]4[CH2:27][CH2:26][CH:25]([CH2:28][C:29]([NH2:31])=O)[CH2:24][CH2:23]4)=[CH:18][CH:17]=3)=[CH:12][CH:11]=2)=[CH:5][CH:4]=1.FC(F)(F)C(OC(=O)C(F)(F)F)=O.C(N(CC)CC)C. Product: [F:33][C:2]([F:1])([F:32])[C:3]1[N:8]=[CH:7][C:6]([NH:9][C:10]2[N:15]=[N:14][C:13]([C:16]3[CH:21]=[CH:20][C:19]([CH:22]4[CH2:23][CH2:24][CH:25]([CH2:28][C:29]#[N:31])[CH2:26][CH2:27]4)=[CH:18][CH:17]=3)=[CH:12][CH:11]=2)=[CH:5][CH:4]=1. The catalyst class is: 1. (4) Reactant: [OH:1][C:2]1[C:3]2[CH:20]=[CH:19][S:18][C:4]=2[N:5]([CH2:14][CH:15]([CH3:17])[CH3:16])[C:6](=[O:13])[C:7]=1[C:8]([O:10]CC)=O.[N:21]1([CH2:27][CH2:28][CH2:29][NH2:30])[CH2:26][CH2:25][CH2:24][CH2:23][CH2:22]1. Product: [OH:1][C:2]1[C:3]2[CH:20]=[CH:19][S:18][C:4]=2[N:5]([CH2:14][CH:15]([CH3:16])[CH3:17])[C:6](=[O:13])[C:7]=1[C:8]([NH:30][CH2:29][CH2:28][CH2:27][N:21]1[CH2:26][CH2:25][CH2:24][CH2:23][CH2:22]1)=[O:10]. The catalyst class is: 11. (5) Reactant: C([O:8][N:9]([CH2:12][C:13]1([C:21]([NH:23][NH:24][C:25]2[N:30]=[C:29]([C:31]([F:34])([F:33])[F:32])[CH:28]=[CH:27][N:26]=2)=[O:22])[CH2:18][CH2:17][C:16]([CH3:20])([CH3:19])[CH2:15][CH2:14]1)[CH:10]=[O:11])C1C=CC=CC=1. Product: [CH3:19][C:16]1([CH3:20])[CH2:17][CH2:18][C:13]([CH2:12][N:9]([OH:8])[CH:10]=[O:11])([C:21]([NH:23][NH:24][C:25]2[N:30]=[C:29]([C:31]([F:34])([F:32])[F:33])[CH:28]=[CH:27][N:26]=2)=[O:22])[CH2:14][CH2:15]1. The catalyst class is: 19.